Dataset: Catalyst prediction with 721,799 reactions and 888 catalyst types from USPTO. Task: Predict which catalyst facilitates the given reaction. (1) Reactant: [Br:1][C:2]1[C:11]([OH:12])=[CH:10][CH:9]=[C:8]2[C:3]=1[CH:4]=[CH:5][C:6]([NH:13][C:14]([C:16]1[C:20]3[CH:21]=[CH:22][CH:23]=[CH:24][C:19]=3[O:18][C:17]=1[CH2:25][CH2:26][CH2:27][CH3:28])=[O:15])=[CH:7]2.Br[CH2:30][C:31]#[N:32].C(=O)([O-])[O-].[K+].[K+]. Product: [Br:1][C:2]1[C:11]([O:12][CH2:30][C:31]#[N:32])=[CH:10][CH:9]=[C:8]2[C:3]=1[CH:4]=[CH:5][C:6]([NH:13][C:14]([C:16]1[C:20]3[CH:21]=[CH:22][CH:23]=[CH:24][C:19]=3[O:18][C:17]=1[CH2:25][CH2:26][CH2:27][CH3:28])=[O:15])=[CH:7]2. The catalyst class is: 3. (2) The catalyst class is: 19. Reactant: [N+:1]([C:4]1[CH:5]=[N:6][N:7]([CH2:9][C@H:10]([OH:13])[CH2:11][OH:12])[CH:8]=1)([O-])=O. Product: [NH2:1][C:4]1[CH:5]=[N:6][N:7]([CH2:9][C@H:10]([OH:13])[CH2:11][OH:12])[CH:8]=1. (3) Reactant: Cl[C:2]([O:4][CH2:5][CH3:6])=[O:3].ON1C(=O)CCC1=O.C(N(CC)C(C)C)(C)C.[CH2:24]([O:26][CH:27]([O:30][CH2:31][CH3:32])[CH2:28][NH2:29])[CH3:25]. Product: [CH2:24]([O:26][CH:27]([O:30][CH2:31][CH3:32])[CH2:28][NH:29][C:2](=[O:3])[O:4][CH2:5][CH3:6])[CH3:25]. The catalyst class is: 2. (4) Reactant: Cl[C:2]1[C:11]2[C:6](=[CH:7][C:8]([S:12]([NH:15][C:16]3[CH:21]=[CH:20][N:19]=[CH:18][N:17]=3)(=[O:14])=[O:13])=[CH:9][CH:10]=2)[CH:5]=[CH:4][N:3]=1.Cl[C:23]1[CH:28]=[CH:27][C:26](B(O)O)=[CH:25][CH:24]=1.C(=O)([O-])[O-].[K+].[K+].[F:38][C:39]1[CH:40]=[C:41](B(O)O)[CH:42]=[CH:43][CH:44]=1.C1(P(C2CCCCC2)C2C=CC=CC=2C2C(OC)=CC=CC=2OC)CCCCC1. The catalyst class is: 535. Product: [F:38][C:39]1[CH:40]=[C:41]([C:23]2[CH:28]=[CH:27][C:26]([C:2]3[C:11]4[C:6](=[CH:7][C:8]([S:12]([NH:15][C:16]5[CH:21]=[CH:20][N:19]=[CH:18][N:17]=5)(=[O:14])=[O:13])=[CH:9][CH:10]=4)[CH:5]=[CH:4][N:3]=3)=[CH:25][CH:24]=2)[CH:42]=[CH:43][CH:44]=1. (5) Reactant: [Br:1][C:2]1[CH:14]=[CH:13][C:12]([C:15](=O)[NH2:16])=[C:11]2[C:3]=1[C:4]1[CH:5]=[CH:6][C:7]([C:18]([O:20][CH2:21][CH3:22])=[O:19])=[CH:8][C:9]=1[NH:10]2.P(Cl)(Cl)(Cl)=O. Product: [Br:1][C:2]1[CH:14]=[CH:13][C:12]([C:15]#[N:16])=[C:11]2[C:3]=1[C:4]1[CH:5]=[CH:6][C:7]([C:18]([O:20][CH2:21][CH3:22])=[O:19])=[CH:8][C:9]=1[NH:10]2. The catalyst class is: 6. (6) Reactant: [C:1]([O:5][C:6](=[O:33])[NH:7][C:8]1([C:12]2[CH:17]=[CH:16][C:15]([C:18]3[C:23]([C:24]4[CH:29]=[CH:28][CH:27]=[CH:26][CH:25]=4)=[CH:22][C:21]([NH2:30])=[C:20]([CH2:31][NH2:32])[N:19]=3)=[CH:14][CH:13]=2)[CH2:11][CH2:10][CH2:9]1)([CH3:4])([CH3:3])[CH3:2].C1N=CN([C:39](N2C=NC=C2)=[O:40])C=1. Product: [C:1]([O:5][C:6](=[O:33])[NH:7][C:8]1([C:12]2[CH:13]=[CH:14][C:15]([C:18]3[C:23]([C:24]4[CH:25]=[CH:26][CH:27]=[CH:28][CH:29]=4)=[CH:22][C:21]4[NH:30][C:39](=[O:40])[NH:32][CH2:31][C:20]=4[N:19]=3)=[CH:16][CH:17]=2)[CH2:9][CH2:10][CH2:11]1)([CH3:4])([CH3:2])[CH3:3]. The catalyst class is: 1. (7) Reactant: CC(C)([O-])C.[K+].[F:7]/[C:8](/[C:23]1[CH:27]=[C:26]([CH3:28])[NH:25][N:24]=1)=[CH:9]\[C:10]1[CH:15]=[CH:14][C:13]([C:16]([CH3:22])([CH3:21])[C:17]([F:20])([F:19])[F:18])=[CH:12][CH:11]=1.Cl[CH2:30][C:31]1[CH:36]=[CH:35][N:34]=[C:33]([N:37]2[CH2:42][CH2:41][N:40]([CH:43]3[CH2:45][CH2:44]3)[CH2:39][CH2:38]2)[CH:32]=1.O. Product: [CH:43]1([N:40]2[CH2:39][CH2:38][N:37]([C:33]3[CH:32]=[C:31]([CH2:30][N:25]4[C:26]([CH3:28])=[CH:27][C:23](/[C:8](/[F:7])=[CH:9]/[C:10]5[CH:15]=[CH:14][C:13]([C:16]([CH3:22])([CH3:21])[C:17]([F:20])([F:19])[F:18])=[CH:12][CH:11]=5)=[N:24]4)[CH:36]=[CH:35][N:34]=3)[CH2:42][CH2:41]2)[CH2:45][CH2:44]1. The catalyst class is: 1. (8) Reactant: [CH:1]1([N:4]2[C:13]3[C:8](=[C:9]([N+:18]([O-])=O)[C:10]([F:17])=[C:11]([F:16])[C:12]=3[O:14][CH3:15])[C:7](=[O:21])[C:6]([C:22]([O:24][CH2:25][CH3:26])=[O:23])=[C:5]2[C:27]2[CH:32]=[CH:31][CH:30]=[CH:29][CH:28]=2)[CH2:3][CH2:2]1. Product: [NH2:18][C:9]1[C:10]([F:17])=[C:11]([F:16])[C:12]([O:14][CH3:15])=[C:13]2[C:8]=1[C:7](=[O:21])[C:6]([C:22]([O:24][CH2:25][CH3:26])=[O:23])=[C:5]([C:27]1[CH:28]=[CH:29][CH:30]=[CH:31][CH:32]=1)[N:4]2[CH:1]1[CH2:2][CH2:3]1. The catalyst class is: 409. (9) Reactant: [CH3:1][C:2]1[CH:7]=[C:6]([CH3:8])[CH:5]=[CH:4][C:3]=1[N:9]1[C:13](=[O:14])[CH2:12][S:11][C:10]1=[S:15].C([O-])(=O)C.[Na+].[N+:21]([C:24]1[CH:25]=[C:26]([C:30]2[O:34][C:33]([CH:35]=O)=[CH:32][CH:31]=2)[CH:27]=[CH:28][CH:29]=1)([O-:23])=[O:22]. Product: [CH3:1][C:2]1[CH:7]=[C:6]([CH3:8])[CH:5]=[CH:4][C:3]=1[N:9]1[C:13](=[O:14])[C:12](=[CH:35][C:33]2[O:34][C:30]([C:26]3[CH:27]=[CH:28][CH:29]=[C:24]([N+:21]([O-:23])=[O:22])[CH:25]=3)=[CH:31][CH:32]=2)[S:11][C:10]1=[S:15]. The catalyst class is: 8.